This data is from Experimentally validated miRNA-target interactions with 360,000+ pairs, plus equal number of negative samples. The task is: Binary Classification. Given a miRNA mature sequence and a target amino acid sequence, predict their likelihood of interaction. (1) The miRNA is hsa-miR-92a-1-5p with sequence AGGUUGGGAUCGGUUGCAAUGCU. The protein sequence of the target gene is MSAPGPYQAAAGPSVVPTAPPTYEETVGVNSYYPTPPAPMPGPATGLITGPDGKGMNPPSYYTQPVPVPNANAIAVQTVYVQQPVSFYDRPVQMCCPSCSKMIVTQLSYNAGALTWLSCGSLCLLGCVAGCCFIPFCVDALQDVDHYCPNCKALLGTYKRL. Result: 0 (no interaction). (2) The protein sequence of the target gene is MGRRRGVELYRAPFPLYALRIDPKTGLLIAAGGGGAAKTGIKNGVHFLQLELINGCLSASLLHSHDTETRATMNLALAGDILAAGQDAQCQLLRFQVHQQKGSKAEKSGSKEQGPRQRKGAPPAEKKSGAQVHPEGVELKVKNLEAVQTDFSNEPLQKVVCFNHDNTLLATGGTDGHVRVWKVPSLEKVLEFKAHEGEIGDLTLGPDGKLVTVGWDFKASVWQKDQLVTQLQWQENGPASSNTPYRYQACRFGQVPDQLGGLRLFTVQIPHKRLRQPPPCYLTAWDSSTFLPLRTRSCGH.... The miRNA is mmu-miR-495-3p with sequence AAACAAACAUGGUGCACUUCUU. Result: 1 (interaction). (3) The miRNA is mmu-miR-3066-5p with sequence UUGGUUGCUGUAGAUUAAGUAG. The protein sequence of the target gene is MQTQRVPGRKRGRPPLHSTRVQMAVHNLYSASAASVPAVTIPKKRGRKPRYKIKSPVLMTPLALSPPRSTPEPDLSSIPQDAATIPSLVVPEALTVCLYINKQADVGPYLERRKLQQLPERLGPERPATVLQQAVQACIDCAHQPRLVFSLVKQGYRGELVSVSASFDGKQHLRSLPVVNSVGYVLRFLTKLCRSLLCDNLFSHLPFPGSIGASDKAQEREDGRTESAKVATAEECLANAVGMNRYAMDFSHRGSVTHSSSLYKRLTCGDSHLAGGPATTTSGSRTNPVPSGGSSSPGLR.... Result: 1 (interaction).